This data is from Experimentally validated miRNA-target interactions with 360,000+ pairs, plus equal number of negative samples. The task is: Binary Classification. Given a miRNA mature sequence and a target amino acid sequence, predict their likelihood of interaction. (1) The miRNA is hsa-miR-24-3p with sequence UGGCUCAGUUCAGCAGGAACAG. The protein sequence of the target gene is MDPNCSCTTGVSCACTGSCTCKECKCTSCKKSCCSCCPVGCAKCAHGCVCKGTLENCSCCA. Result: 1 (interaction). (2) The miRNA is hsa-miR-4458 with sequence AGAGGUAGGUGUGGAAGAA. The protein sequence of the target gene is MGSQSSKAPRGDVTAEEAAGASPAKANGQENGHVKSNGDLSPKGEGESPPVNGTDEAAGATGDAIEPAPPSQGAEAKGEVPPKETPKKKKKFSFKKPFKLSGLSFKRNRKEGGGDSSASSPTEEEQEQGEIGACSDEGTAQEGKAAATPESQEPQAKGAEASAASEEEAGPQATEPSTPSGPESGPTPASAEQNE. Result: 1 (interaction). (3) The miRNA is hsa-miR-518e-3p with sequence AAAGCGCUUCCCUUCAGAGUG. The protein sequence of the target gene is MTSTLDLDKGCTVEELLRGCIEAFDDSGKVRDPQLVRMFLMMHPWYIPSSQLASKLLHFYQQSRKDNSNSLQMKTCHLVRYWISAFPAEFDLNPELAEQIKELKALLDQEGNRRHSSLIDIESVPTYKWKRQVTQRNPVEQKKRKMSLLFDHLEPMELAEHLTYLEYRSFCKILFQDYHSFVTHGCTVDNPVLERFISLFNSVSQWVQLMILSKPTATQRALVITHFVHVAERLLQLQNFNTLMAVVGGLSHSSISRLKETHSHVSPDTIKLWEGLTELVTATGNYSNYRRRLAACVGFR.... Result: 0 (no interaction). (4) The miRNA is mmu-miR-3083-5p with sequence AGGCUGGGAAUAUUUCAGAGAU. The protein sequence of the target gene is MEQVNELKEKGNKALSVGNIDDALQCYSEAIKLDPHNHVLYSNRSAAYAKKGDYQKAYEDGCKTVDLKPDWGKGYSRKAAALEFLNRFEEAKRTYEEGLKHEANNPQLKEGLQNMEARLAERKFMNPFNMPNLYQKLESDPRTRTLLSDPTYRELIEQLRNKPSDLGTKLQDPRIMTTLSVLLGVDLGSMDEEEEIATPPPPPPPKKETKPEPMEEDLPENKKQALKEKELGNDAYKKKDFDTALKHYDKAKELDPTNMTYITNQAAVYFEKGDYNKCRELCEKAIEVGRENREDYRQIA.... Result: 0 (no interaction). (5) The protein sequence of the target gene is MEANHCSLGVYPSYPDLVIDVGEVTLGEENRKKLQKTQRDQERARVIRAACALLNSGGGVIQMEMANRDERPTEMGLDLEESLRKLIQYPYLQAFFETKQHGRCFYIFVKSWSGDPFLKDGSFNSRICSLSSSLYCRSGTSVLHMNSRQAFDFLKTKERQSKYNLINEGSPPSKIMKAVYQNISESNPAYEVFQTDTIEYGEILSFPESPSIEFKQFSTKHIQQYVENIIPEYISAFANTEGGYLFIGVDDKSRKVLGCAKEQVDPDSLKNVIARAISKLPIVHFCSSKPRVEYSTKIVE.... The miRNA is hsa-miR-150-5p with sequence UCUCCCAACCCUUGUACCAGUG. Result: 1 (interaction). (6) The miRNA is hsa-miR-374c-3p with sequence CACUUAGCAGGUUGUAUUAUAU. Result: 0 (no interaction). The protein sequence of the target gene is MCSPQESGMTALSARMLTRSRSLGPGAGPRGCREEPGPLRRREAAAEARKSHSPVKRPRKAQRLRVAYEGSDSEKGEGAEPLKVPVWEPQDWQQQLVNIRAMRNKKDAPVDHLGTEHCYDSSAPPKVRRYQVLLSLMLSSQTKDQVTAGAMQRLRARGLTVDSILQTDDATLGKLIYPVGFWRSKVKYIKQTSAILQQHYGGDIPASVAELVALPGVGPKMAHLAMAVAWGTVSGIAVDTHVHRIANRLRWTKKATKSPEETRAALEEWLPRELWHEINGLLVGFGQQTCLPVHPRCHAC.... (7) The miRNA is mmu-miR-5135 with sequence AGGUCUAGGUGGCAAGGGCGUCCU. The protein sequence of the target gene is MSSNGTDAPAEAQAAMEEPVVQPSVVDRVAGLPLISSTYGMVSAAYTSTKENYPHVRTVCDVAEKGVKTLTTAAVSTAQPILSKLEPQIATASEYAHRGLDRLQESLPILQQPTEKVLADTKELVSSTVSGAQEMVSSSVSSAKETVATRVTGAVDVTLGAVQNSVDKTKSAMTSGVQSVMGSRVGQMVISGVDRVLVKSEAWADNRLPLTEAELALIATPPEDSDMASLQQQRQEQNYFVRLGSLSERLRNHAYEHSLGKLQNARQKAQETLQQLTSVLGLMESVKQGVDQRLGEGQEK.... Result: 1 (interaction). (8) The miRNA is hsa-miR-5571-5p with sequence CAAUUCUCAAAGGAGCCUCCC. The protein sequence of the target gene is MNLRSVFTVEQQRILQRYYENGMTNQSKNCFQLILQCAQETKLDFSVVRTWVGNKRRKMSSKSCESGAAGTVSGTSLAAPDITVRNVVNIARPSSQQSSWTSANNDVIVTGIYSPVSSSSKQGTTKHTNTQITEAHKIPIQKAANKNDTELQLHIPVQRQVAHCKNASVLLGEKTIILSRQTSVLNAGNSVYNHTKKSYGSSPVQASEMTVPQKPSVCQRPCKIEPVGIQRSYKPEHAGLASHNLCGQKPTIRDPCCRTQNLEIREVFSLAVSDYPQRILGGNSTQKPASAEGTCLSIAM.... Result: 0 (no interaction).